Predict the product of the given reaction. From a dataset of Forward reaction prediction with 1.9M reactions from USPTO patents (1976-2016). Given the reactants [C:1]1([CH2:7][O:8][CH2:9][C:10]([OH:12])=O)[CH:6]=[CH:5][CH:4]=[CH:3][CH:2]=1.[CH:13]1([N:19]=[C:20]=NC2CCCCC2)CCCCC1.O=C1C2C=CC=CC=2C(=O)N1CCCS(OCC(C)(C)[C@@H](OCC1C=CC=CC=1)C(O)=O)(=O)=O.CNC, predict the reaction product. The product is: [CH3:13][N:19]([CH3:20])[C:10](=[O:12])[CH2:9][O:8][CH2:7][C:1]1[CH:6]=[CH:5][CH:4]=[CH:3][CH:2]=1.